From a dataset of M1 muscarinic receptor antagonist screen with 61,756 compounds. Binary Classification. Given a drug SMILES string, predict its activity (active/inactive) in a high-throughput screening assay against a specified biological target. (1) The drug is O=C1N(CCC(=O)N1)Cc1ccc(OC)cc1. The result is 0 (inactive). (2) The compound is s1c2c(nc1NC(=O)CC)c(OC)ccc2C. The result is 0 (inactive). (3) The molecule is O1C(Cc2c(C1)c(nc1oc(c(N)c21)C(OCC)=O)C(C)C)(C)C. The result is 0 (inactive).